Dataset: Forward reaction prediction with 1.9M reactions from USPTO patents (1976-2016). Task: Predict the product of the given reaction. The product is: [CH2:13]([O:12][C:9]1[CH:10]=[CH:11][C:6]([O:5][CH2:4][C@@H:3]([OH:20])[CH2:2][NH:1][CH:44]2[CH2:43][CH2:42][N:41]([C:38]3[CH:37]=[CH:36][C:35]([S:32]([NH:31][C:25]4[CH:26]=[CH:27][C:28]([O:29][CH3:30])=[C:23]([O:22][CH3:21])[CH:24]=4)(=[O:33])=[O:34])=[CH:40][CH:39]=3)[CH2:46][CH2:45]2)=[CH:7][CH:8]=1)[C:14]1[CH:15]=[CH:16][CH:17]=[CH:18][CH:19]=1. Given the reactants [NH2:1][CH2:2][CH:3]([OH:20])[CH2:4][O:5][C:6]1[CH:11]=[CH:10][C:9]([O:12][CH2:13][C:14]2[CH:19]=[CH:18][CH:17]=[CH:16][CH:15]=2)=[CH:8][CH:7]=1.[CH3:21][O:22][C:23]1[CH:24]=[C:25]([NH:31][S:32]([C:35]2[CH:40]=[CH:39][C:38]([N:41]3[CH2:46][CH2:45][C:44](=O)[CH2:43][CH2:42]3)=[CH:37][CH:36]=2)(=[O:34])=[O:33])[CH:26]=[CH:27][C:28]=1[O:29][CH3:30], predict the reaction product.